Dataset: Reaction yield outcomes from USPTO patents with 853,638 reactions. Task: Predict the reaction yield, written as a fraction of the theoretical maximum amount of product (1.0 means a 100% yield; for example, 0.34 means a 34% yield). (1) The reactants are [Br:1][C:2]1[CH:7]=[CH:6][C:5]([N+:8]([O-])=O)=[CH:4][C:3]=1[O:11][CH2:12][C:13]([CH3:15])=[CH2:14].[NH4+].[Cl-].[CH3:18][C:19]([O:22][C:23](O[C:23]([O:22][C:19]([CH3:21])([CH3:20])[CH3:18])=[O:24])=[O:24])([CH3:21])[CH3:20]. The catalyst is CO.[Fe]. The product is [C:19]([O:22][C:23](=[O:24])[NH:8][C:5]1[CH:6]=[CH:7][C:2]([Br:1])=[C:3]([O:11][CH2:12][C:13]([CH3:15])=[CH2:14])[CH:4]=1)([CH3:21])([CH3:20])[CH3:18]. The yield is 0.770. (2) The reactants are [Br:1][C:2]1[CH:7]=[CH:6][C:5]([C@@H:8]([N:10]2[CH2:15][CH2:14][C:13]([CH2:19][CH2:20][C:21]([OH:23])=[O:22])([CH:16]([CH3:18])[CH3:17])[O:12][C:11]2=[O:24])[CH3:9])=[CH:4][CH:3]=1.O=S(Cl)Cl.[CH3:29]O. No catalyst specified. The product is [Br:1][C:2]1[CH:7]=[CH:6][C:5]([C@@H:8]([N:10]2[CH2:15][CH2:14][C:13]([CH2:19][CH2:20][C:21]([O:23][CH3:29])=[O:22])([CH:16]([CH3:17])[CH3:18])[O:12][C:11]2=[O:24])[CH3:9])=[CH:4][CH:3]=1. The yield is 0.960. (3) The reactants are [CH2:1]([C:3]1[CH:8]=[CH:7][C:6]([C:9]2[C:18]3[C:13](=[CH:14][CH:15]=[C:16]([C:19]#[C:20][C:21]4[CH:31]=[CH:30][C:24]([C:25]([O:27]CC)=[O:26])=[CH:23][CH:22]=4)[CH:17]=3)[S:12][C:11]([CH3:33])([CH3:32])[CH:10]=2)=[CH:5][CH:4]=1)[CH3:2].[OH-].[Na+].Cl. The catalyst is C1COCC1.CCO. The product is [CH2:1]([C:3]1[CH:4]=[CH:5][C:6]([C:9]2[C:18]3[C:13](=[CH:14][CH:15]=[C:16]([C:19]#[C:20][C:21]4[CH:22]=[CH:23][C:24]([C:25]([OH:27])=[O:26])=[CH:30][CH:31]=4)[CH:17]=3)[S:12][C:11]([CH3:32])([CH3:33])[CH:10]=2)=[CH:7][CH:8]=1)[CH3:2]. The yield is 0.890. (4) The reactants are [CH3:1][C:2]([CH3:33])([CH3:32])[C:3](=[O:31])[CH2:4][O:5][C:6]1[CH:11]=[CH:10][C:9]([C:12]([C:17]2[CH:18]=[C:19]([CH3:29])[C:20]3[O:24][C:23]([C:25](O)=[O:26])=[CH:22][C:21]=3[CH:28]=2)([CH2:15][CH3:16])[CH2:13][CH3:14])=[CH:8][C:7]=1[CH3:30].C(Cl)CCl.Cl.C[O:40][C:41](=[O:44])[CH2:42][NH2:43]. The yield is 0.970. The product is [CH3:33][C:2]([CH3:1])([CH3:32])[C:3](=[O:31])[CH2:4][O:5][C:6]1[CH:11]=[CH:10][C:9]([C:12]([C:17]2[CH:18]=[C:19]([CH3:29])[C:20]3[O:24][C:23]([C:25]([NH:43][CH2:42][C:41]([OH:40])=[O:44])=[O:26])=[CH:22][C:21]=3[CH:28]=2)([CH2:13][CH3:14])[CH2:15][CH3:16])=[CH:8][C:7]=1[CH3:30]. The catalyst is C(Cl)Cl.CN(C1C=CN=CC=1)C. (5) The reactants are [C:1]([C:5]1[CH:6]=[C:7]([C:11](Cl)=[O:12])[N:8]([CH3:10])[N:9]=1)([CH3:4])([CH3:3])[CH3:2].[NH2:14][C:15]1[CH:16]=[C:17]([CH:30]=[CH:31][CH:32]=1)[C:18]([C:20]1[CH:28]=[C:27]2[C:23]([CH2:24][C:25](=[O:29])[NH:26]2)=[CH:22][CH:21]=1)=[O:19]. The catalyst is C1COCC1. The product is [O:29]=[C:25]1[CH2:24][C:23]2[C:27](=[CH:28][C:20]([C:18]([C:17]3[CH:16]=[C:15]([NH:14][C:11]([C:7]4[N:8]([CH3:10])[N:9]=[C:5]([C:1]([CH3:4])([CH3:3])[CH3:2])[CH:6]=4)=[O:12])[CH:32]=[CH:31][CH:30]=3)=[O:19])=[CH:21][CH:22]=2)[NH:26]1. The yield is 0.910. (6) The reactants are C[O:2][C:3]([CH:5]1[O:9][C:8](=[O:10])[N:7]([C:11]2[CH:12]=[C:13]3[C:18](=[CH:19][CH:20]=2)[N:17]([CH3:21])[C:16](=[O:22])[CH2:15][CH2:14]3)[CH2:6]1)=O.[NH3:23]. The catalyst is CO. The product is [CH3:21][N:17]1[C:18]2[C:13](=[CH:12][C:11]([N:7]3[CH2:6][C@H:5]([C:3]([NH2:23])=[O:2])[O:9][C:8]3=[O:10])=[CH:20][CH:19]=2)[CH2:14][CH2:15][C:16]1=[O:22]. The yield is 0.840. (7) The reactants are C1COCC1.Br[C:7]1[CH:12]=[CH:11][C:10]([C:13]2[C:17]3[N:18]=[C:19]([Cl:30])[N:20]=[C:21]([NH:22][CH2:23][CH:24]4[CH2:29][CH2:28][O:27][CH2:26][CH2:25]4)[C:16]=3[O:15][N:14]=2)=[CH:9][CH:8]=1.C([Li])CCC.CCCCCC.[C:42](=[O:44])=[O:43]. The catalyst is C(OCC)(=O)C.O. The product is [Cl:30][C:19]1[N:20]=[C:21]([NH:22][CH2:23][CH:24]2[CH2:29][CH2:28][O:27][CH2:26][CH2:25]2)[C:16]2[O:15][N:14]=[C:13]([C:10]3[CH:11]=[CH:12][C:7]([C:42]([OH:44])=[O:43])=[CH:8][CH:9]=3)[C:17]=2[N:18]=1. The yield is 0.260.